This data is from Reaction yield outcomes from USPTO patents with 853,638 reactions. The task is: Predict the reaction yield, written as a fraction of the theoretical maximum amount of product (1.0 means a 100% yield; for example, 0.34 means a 34% yield). (1) The reactants are CC1(C)C2C(=C(P(C3C=CC=CC=3)C3C=CC=CC=3)C=CC=2)OC2C(P(C3C=CC=CC=3)C3C=CC=CC=3)=CC=CC1=2.C(=O)([O-])[O-].[Cs+].[Cs+].Cl[C:50]1[CH:51]=[CH:52][C:53]2[CH2:54][N:55]([CH3:67])[CH2:56][C@@H:57]([C:61]3[CH:66]=[CH:65][CH:64]=[CH:63][CH:62]=3)[O:58][C:59]=2[N:60]=1.[CH3:68][O:69][C:70]1[N:75]=[C:74]([NH2:76])[CH:73]=[CH:72][C:71]=1[C:77]1[O:81][C:80]([CH3:82])=[N:79][CH:78]=1. The catalyst is O1CCOCC1.C([O-])(=O)C.[Pd+2].C([O-])(=O)C. The product is [CH3:68][O:69][C:70]1[N:75]=[C:74]([NH:76][C:50]2[CH:51]=[CH:52][C:53]3[CH2:54][N:55]([CH3:67])[CH2:56][C@@H:57]([C:61]4[CH:66]=[CH:65][CH:64]=[CH:63][CH:62]=4)[O:58][C:59]=3[N:60]=2)[CH:73]=[CH:72][C:71]=1[C:77]1[O:81][C:80]([CH3:82])=[N:79][CH:78]=1. The yield is 0.410. (2) The reactants are [NH2:1][C:2]1[N:7]=[C:6]([Cl:8])[C:5]([CH:9]=[O:10])=[C:4](Cl)[N:3]=1.C(N(CC)CC)C.[C:19]([O:23][CH3:24])(=[O:22])[CH2:20][SH:21]. The catalyst is O1CCOCC1.O. The yield is 0.660. The product is [CH3:24][O:23][C:19](=[O:22])[CH2:20][S:21][C:4]1[C:5]([CH:9]=[O:10])=[C:6]([Cl:8])[N:7]=[C:2]([NH2:1])[N:3]=1. (3) The reactants are [OH-].[K+:2].[OH:3][C:4]1[CH:5]=[C:6]([CH:10]=[C:11]([O:13][C@@H:14]([CH3:18])[CH2:15][O:16][CH3:17])[CH:12]=1)[C:7]([OH:9])=[O:8].O.C1(C)C=CC=CC=1. The catalyst is C(O)CC. The product is [K+:2].[OH:3][C:4]1[CH:5]=[C:6]([CH:10]=[C:11]([O:13][C@@H:14]([CH3:18])[CH2:15][O:16][CH3:17])[CH:12]=1)[C:7]([O-:9])=[O:8]. The yield is 0.930. (4) The reactants are Cl.[NH2:2][C:3]1[CH:7]=[CH:6][S:5][C:4]=1[C:8]([O:10]C)=O.[CH:12]1([C:15]#[N:16])[CH2:14][CH2:13]1.[NH4+].[OH-]. The catalyst is O1CCOCC1.O. The product is [CH:12]1([C:15]2[N:16]=[C:8]([OH:10])[C:4]3[S:5][CH:6]=[CH:7][C:3]=3[N:2]=2)[CH2:14][CH2:13]1. The yield is 0.720. (5) The reactants are [CH3:1][C:2]1[NH:3][C:4](=[O:26])[C:5]([CH2:11][C:12]2[CH:17]=[CH:16][C:15]([C:18]3[C:19]([C:24]#[N:25])=[CH:20][CH:21]=[CH:22][CH:23]=3)=[CH:14][CH:13]=2)=[C:6]([CH2:8][CH2:9][CH3:10])[N:7]=1.[CH3:27][C:28]1([CH3:40])[CH2:32][C:31]2[CH:33]=[C:34](B(O)O)[CH:35]=[CH:36][C:30]=2[O:29]1.C(N(CC)CC)C.N1C=CC=CC=1. The catalyst is C(Cl)Cl.C(OCC)(=O)C.C([O-])(=O)C.[Cu+2].C([O-])(=O)C. The product is [CH3:27][C:28]1([CH3:40])[CH2:32][C:31]2[CH:33]=[C:34]([N:3]3[C:4](=[O:26])[C:5]([CH2:11][C:12]4[CH:17]=[CH:16][C:15]([C:18]5[C:19]([C:24]#[N:25])=[CH:20][CH:21]=[CH:22][CH:23]=5)=[CH:14][CH:13]=4)=[C:6]([CH2:8][CH2:9][CH3:10])[N:7]=[C:2]3[CH3:1])[CH:35]=[CH:36][C:30]=2[O:29]1. The yield is 0.750. (6) The reactants are C1C=CC(NC2C=CC(N)=CC=2)=CC=1.[OH:15]C1C2N=NNC=2C=CC=1.[CH:25]1([N:31]=[C:32]=[N:33][CH:34]2[CH2:39][CH2:38][CH2:37][CH2:36][CH2:35]2)[CH2:30][CH2:29][CH2:28][CH2:27][CH2:26]1. The catalyst is C1COCC1. The product is [C:32]([NH:31][CH:25]1[CH2:26][CH2:27][CH2:28][CH2:29][CH2:30]1)([NH:33][CH:34]1[CH2:39][CH2:38][CH2:37][CH2:36][CH2:35]1)=[O:15]. The yield is 0.650.